From a dataset of Peptide-MHC class II binding affinity with 134,281 pairs from IEDB. Regression. Given a peptide amino acid sequence and an MHC pseudo amino acid sequence, predict their binding affinity value. This is MHC class II binding data. (1) The peptide sequence is ESKHGLTNTASHTRLSCD. The MHC is DRB3_0101 with pseudo-sequence DRB3_0101. The binding affinity (normalized) is 0. (2) The peptide sequence is SPKARSERPAIVPPA. The MHC is DRB1_1501 with pseudo-sequence DRB1_1501. The binding affinity (normalized) is 0. (3) The peptide sequence is AAATAGTMVYGAFAA. The binding affinity (normalized) is 0.468. The MHC is HLA-DQA10401-DQB10402 with pseudo-sequence HLA-DQA10401-DQB10402. (4) The peptide sequence is QEVFKAIQSLKTTEV. The MHC is HLA-DPA10103-DPB10401 with pseudo-sequence HLA-DPA10103-DPB10401. The binding affinity (normalized) is 0.742. (5) The peptide sequence is AAATFGTTVYGAFAA. The MHC is HLA-DPA10103-DPB10401 with pseudo-sequence HLA-DPA10103-DPB10401. The binding affinity (normalized) is 0.640. (6) The peptide sequence is GFKAALAAAAGVPPADKYRT. The MHC is DRB3_0101 with pseudo-sequence DRB3_0101. The binding affinity (normalized) is 0.0385. (7) The peptide sequence is FFTLGSITAQPVKID. The MHC is DRB1_0301 with pseudo-sequence DRB1_0301. The binding affinity (normalized) is 0.123. (8) The peptide sequence is PCRAGFETNVSHNVQ. The MHC is HLA-DQA10102-DQB10502 with pseudo-sequence HLA-DQA10102-DQB10502. The binding affinity (normalized) is 0.0824. (9) The peptide sequence is YDKFLANVSTVLTCK. The MHC is DRB1_1302 with pseudo-sequence DRB1_1302. The binding affinity (normalized) is 0.854.